This data is from Catalyst prediction with 721,799 reactions and 888 catalyst types from USPTO. The task is: Predict which catalyst facilitates the given reaction. (1) Reactant: Cl[CH2:2][CH2:3][CH2:4][S:5]([N:8]1[CH2:13][CH2:12][CH:11]([C:14]2[C:22]3[C:17](=[C:18]([C:28]([NH2:30])=[O:29])[CH:19]=[C:20]([C:23]4[CH:27]=[CH:26][S:25][CH:24]=4)[CH:21]=3)[NH:16][N:15]=2)[CH2:10][CH2:9]1)(=[O:7])=[O:6].C([O-])([O-])=O.[K+].[K+].[I-].[Na+].[CH3:39][NH:40][CH3:41]. Product: [CH3:39][N:40]([CH3:41])[CH2:2][CH2:3][CH2:4][S:5]([N:8]1[CH2:13][CH2:12][CH:11]([C:14]2[C:22]3[C:17](=[C:18]([C:28]([NH2:30])=[O:29])[CH:19]=[C:20]([C:23]4[CH:27]=[CH:26][S:25][CH:24]=4)[CH:21]=3)[NH:16][N:15]=2)[CH2:10][CH2:9]1)(=[O:7])=[O:6]. The catalyst class is: 3. (2) Product: [Br:1][C:2]1[CH:3]=[C:4]([CH:9]=[C:10]([C:12](=[O:16])[NH:13][CH2:14][CH3:15])[CH:11]=1)[C:5]([OH:7])=[O:6]. The catalyst class is: 1. Reactant: [Br:1][C:2]1[CH:3]=[C:4]([CH:9]=[C:10]([C:12](=[O:16])[NH:13][CH2:14][CH3:15])[CH:11]=1)[C:5]([O:7]C)=[O:6].O.[Li+].[OH-].CO. (3) Reactant: [F:1][C:2]1[CH:3]=[C:4]([CH:16]=[CH:17][CH:18]=1)[CH2:5][C:6]1[O:10][C:9]([CH:11]2OCC[O:12]2)=[CH:8][CH:7]=1.O1CCOC1C1OC=CC=1.C(O)(=O)C(O)=O.O. Product: [F:1][C:2]1[CH:3]=[C:4]([CH:16]=[CH:17][CH:18]=1)[CH2:5][C:6]1[O:10][C:9]([CH:11]=[O:12])=[CH:8][CH:7]=1. The catalyst class is: 5. (4) Product: [O:6]=[C:7]1[N:13]([CH:14]2[CH2:15][CH2:16][N:17]([C:20]([O:22][C@@H:23]([C:20]([O:22][CH3:23])=[O:21])[CH2:24][C:25]3[CH:26]=[C:27]([Br:41])[C:28]([OH:32])=[C:29]([Br:31])[CH:30]=3)=[O:21])[CH2:18][CH2:19]2)[CH2:12][CH2:11][C:10]2[CH:46]=[CH:47][CH:48]=[CH:49][C:9]=2[NH:8]1. Reactant: OS(O)(=O)=O.[O:6]=[C:7]1[N:13]([CH:14]2[CH2:19][CH2:18][N:17]([C:20]([O:22][C@@H:23](OC)[C:24](=C=O)[C:25]3[CH:30]=[C:29]([Br:31])[C:28]([O:32]COCC[Si](C)(C)C)=[C:27]([Br:41])[CH:26]=3)=[O:21])[CH2:16][CH2:15]2)[CH2:12][CH2:11][C:10]2[CH:46]=[CH:47][CH:48]=[CH:49][C:9]=2[NH:8]1. The catalyst class is: 36. (5) Reactant: [CH3:1][C:2]1[CH:7]=[CH:6][C:5]([S:8]([O:11][CH2:12][C@@H:13]2[O:18][C:17]3[C:19]([CH:26]=O)=[C:20]([N+:23]([O-:25])=[O:24])[CH:21]=[CH:22][C:16]=3[O:15][CH2:14]2)(=[O:10])=[O:9])=[CH:4][CH:3]=1. Product: [CH3:1][C:2]1[CH:7]=[CH:6][C:5]([S:8]([O:11][CH2:12][CH:13]2[O:18][C:17]3[C:19](/[CH:26]=[CH:17]/[C:16](=[O:15])[CH3:22])=[C:20]([N+:23]([O-:25])=[O:24])[CH:21]=[CH:22][C:16]=3[O:15][CH2:14]2)(=[O:9])=[O:10])=[CH:4][CH:3]=1. The catalyst class is: 11. (6) Reactant: C(O)(C)C.[CH2:5]=[CH:6][C:7]1[CH:12]=[CH:11][CH:10]=[CH:9][CH:8]=1.[CH:13]([S:21]([O-:24])(=[O:23])=[O:22])=[CH:14][C:15]1[CH:20]=[CH:19][CH:18]=[CH:17][CH:16]=1.[Na+:25].Cl.Cl.N(C(C)(C)C(N)=N)=NC(C)(C)C(N)=N. Product: [CH2:5]=[CH:6][C:7]1[CH:12]=[CH:11][CH:10]=[CH:9][CH:8]=1.[CH:13]([S:21]([O-:24])(=[O:22])=[O:23])=[CH:14][C:15]1[CH:20]=[CH:19][CH:18]=[CH:17][CH:16]=1.[Na+:25]. The catalyst class is: 6.